From a dataset of Reaction yield outcomes from USPTO patents with 853,638 reactions. Predict the reaction yield, written as a fraction of the theoretical maximum amount of product (1.0 means a 100% yield; for example, 0.34 means a 34% yield). (1) The reactants are [Br:1][C:2]1[CH:3]=[C:4]([C:9]2[C:21]([F:22])=[CH:20][C:12]([C:13]([NH:15][S:16]([CH3:19])(=[O:18])=[O:17])=[O:14])=[C:11]([F:23])[CH:10]=2)[CH:5]=[N:6][C:7]=1F.[CH3:24][CH:25]([CH3:28])[CH2:26][OH:27].C(=O)([O-])[O-].[Cs+].[Cs+]. The catalyst is CS(C)=O. The product is [Br:1][C:2]1[CH:3]=[C:4]([C:9]2[C:21]([F:22])=[CH:20][C:12]([C:13]([NH:15][S:16]([CH3:19])(=[O:18])=[O:17])=[O:14])=[C:11]([F:23])[CH:10]=2)[CH:5]=[N:6][C:7]=1[O:27][CH2:26][CH:25]([CH3:28])[CH3:24]. The yield is 0.512. (2) The reactants are [N:1]1[CH:6]=[CH:5][CH:4]=[CH:3][C:2]=1[C:7]([OH:9])=O.CCN=C=NCCCN(C)C.C1C=CC2N(O)N=NC=2C=1.[NH2:31][CH:32]1[CH:38]([OH:39])[CH:37]([CH3:40])[CH2:36][CH2:35][N:34]([S:41]([C:44]2[CH:50]=[CH:49][C:47]([CH3:48])=[CH:46][CH:45]=2)(=[O:43])=[O:42])[CH2:33]1. The catalyst is C(Cl)Cl. The product is [OH:39][CH:38]1[CH:37]([CH3:40])[CH2:36][CH2:35][N:34]([S:41]([C:44]2[CH:50]=[CH:49][C:47]([CH3:48])=[CH:46][CH:45]=2)(=[O:43])=[O:42])[CH2:33][CH:32]1[NH:31][C:7](=[O:9])[C:2]1[CH:3]=[CH:4][CH:5]=[CH:6][N:1]=1. The yield is 0.700.